Dataset: NCI-60 drug combinations with 297,098 pairs across 59 cell lines. Task: Regression. Given two drug SMILES strings and cell line genomic features, predict the synergy score measuring deviation from expected non-interaction effect. (1) Drug 1: CC1C(C(CC(O1)OC2CC(OC(C2O)C)OC3=CC4=CC5=C(C(=O)C(C(C5)C(C(=O)C(C(C)O)O)OC)OC6CC(C(C(O6)C)O)OC7CC(C(C(O7)C)O)OC8CC(C(C(O8)C)O)(C)O)C(=C4C(=C3C)O)O)O)O. Drug 2: CNC(=O)C1=NC=CC(=C1)OC2=CC=C(C=C2)NC(=O)NC3=CC(=C(C=C3)Cl)C(F)(F)F. Cell line: TK-10. Synergy scores: CSS=31.7, Synergy_ZIP=3.01, Synergy_Bliss=2.40, Synergy_Loewe=-41.5, Synergy_HSA=-2.14. (2) Drug 1: CC(C)(C#N)C1=CC(=CC(=C1)CN2C=NC=N2)C(C)(C)C#N. Drug 2: CC1CCC2CC(C(=CC=CC=CC(CC(C(=O)C(C(C(=CC(C(=O)CC(OC(=O)C3CCCCN3C(=O)C(=O)C1(O2)O)C(C)CC4CCC(C(C4)OC)O)C)C)O)OC)C)C)C)OC. Cell line: UACC62. Synergy scores: CSS=9.36, Synergy_ZIP=-2.33, Synergy_Bliss=-0.689, Synergy_Loewe=2.18, Synergy_HSA=1.15. (3) Drug 1: C1=NC2=C(N=C(N=C2N1C3C(C(C(O3)CO)O)O)F)N. Drug 2: CC=C1C(=O)NC(C(=O)OC2CC(=O)NC(C(=O)NC(CSSCCC=C2)C(=O)N1)C(C)C)C(C)C. Cell line: KM12. Synergy scores: CSS=25.8, Synergy_ZIP=3.67, Synergy_Bliss=4.47, Synergy_Loewe=-47.9, Synergy_HSA=0.177. (4) Drug 1: C1=CC(=C2C(=C1NCCNCCO)C(=O)C3=C(C=CC(=C3C2=O)O)O)NCCNCCO. Synergy scores: CSS=51.2, Synergy_ZIP=4.07, Synergy_Bliss=6.95, Synergy_Loewe=-4.53, Synergy_HSA=8.83. Drug 2: C1=CC=C(C=C1)NC(=O)CCCCCCC(=O)NO. Cell line: SK-MEL-28. (5) Drug 1: CNC(=O)C1=CC=CC=C1SC2=CC3=C(C=C2)C(=NN3)C=CC4=CC=CC=N4. Drug 2: C1=CC(=CC=C1C#N)C(C2=CC=C(C=C2)C#N)N3C=NC=N3. Cell line: SK-MEL-2. Synergy scores: CSS=0.213, Synergy_ZIP=-0.848, Synergy_Bliss=-1.16, Synergy_Loewe=-3.16, Synergy_HSA=-2.34. (6) Drug 1: C1=NC2=C(N1)C(=S)N=C(N2)N. Drug 2: C1=NC2=C(N1)C(=S)N=CN2. Cell line: K-562. Synergy scores: CSS=58.6, Synergy_ZIP=-3.10, Synergy_Bliss=-8.21, Synergy_Loewe=-12.3, Synergy_HSA=-6.10. (7) Drug 1: CC1C(C(CC(O1)OC2CC(CC3=C2C(=C4C(=C3O)C(=O)C5=C(C4=O)C(=CC=C5)OC)O)(C(=O)C)O)N)O.Cl. Drug 2: CCCS(=O)(=O)NC1=C(C(=C(C=C1)F)C(=O)C2=CNC3=C2C=C(C=N3)C4=CC=C(C=C4)Cl)F. Cell line: SR. Synergy scores: CSS=65.0, Synergy_ZIP=6.50, Synergy_Bliss=7.18, Synergy_Loewe=-11.1, Synergy_HSA=9.10.